Dataset: Forward reaction prediction with 1.9M reactions from USPTO patents (1976-2016). Task: Predict the product of the given reaction. Given the reactants [CH2:1]=[CH:2]C(=C)C.[CH2:6]([O:9][CH:10]1[CH2:15][CH2:14][CH2:13][CH2:12][O:11]1)[C:7]#[CH:8].C(Br)C, predict the reaction product. The product is: [CH2:6]([O:9][CH:10]1[CH2:15][CH2:14][CH2:13][CH2:12][O:11]1)[C:7]#[C:8][CH2:1][CH3:2].